Dataset: Reaction yield outcomes from USPTO patents with 853,638 reactions. Task: Predict the reaction yield, written as a fraction of the theoretical maximum amount of product (1.0 means a 100% yield; for example, 0.34 means a 34% yield). The reactants are [CH:1]1([CH2:4][O:5][C:6]2[CH:7]=[C:8]([CH:13]=[C:14]([NH:16][S:17]([CH3:20])(=[O:19])=[O:18])[CH:15]=2)[C:9]([O:11][CH3:12])=[O:10])[CH2:3][CH2:2]1.Cl[CH2:22][CH2:23][N:24]1[CH2:29][CH2:28][O:27][CH2:26][CH2:25]1.C([O-])([O-])=O.[K+].[K+]. The catalyst is CN(C=O)C.O. The product is [CH:1]1([CH2:4][O:5][C:6]2[CH:7]=[C:8]([CH:13]=[C:14]([N:16]([CH2:22][CH2:23][N:24]3[CH2:29][CH2:28][O:27][CH2:26][CH2:25]3)[S:17]([CH3:20])(=[O:19])=[O:18])[CH:15]=2)[C:9]([O:11][CH3:12])=[O:10])[CH2:2][CH2:3]1. The yield is 0.730.